Dataset: Reaction yield outcomes from USPTO patents with 853,638 reactions. Task: Predict the reaction yield, written as a fraction of the theoretical maximum amount of product (1.0 means a 100% yield; for example, 0.34 means a 34% yield). The reactants are [C:1]1([C:7]2([CH3:17])[C:12](=[O:13])[N:11]([CH3:14])[C:10](=[O:15])[NH:9][C:8]2=[O:16])[CH2:6][CH2:5][CH2:4][CH2:3][CH:2]=1.Br[CH2:19][C:20]([C:22]1[CH:27]=[CH:26][CH:25]=[C:24]([Cl:28])[CH:23]=1)=[O:21]. No catalyst specified. The product is [Cl:28][C:24]1[CH:23]=[C:22]([C:20](=[O:21])[CH2:19][N:9]2[C:8](=[O:16])[C:7]([C:1]3[CH2:6][CH2:5][CH2:4][CH2:3][CH:2]=3)([CH3:17])[C:12](=[O:13])[N:11]([CH3:14])[C:10]2=[O:15])[CH:27]=[CH:26][CH:25]=1. The yield is 0.820.